Dataset: Reaction yield outcomes from USPTO patents with 853,638 reactions. Task: Predict the reaction yield, written as a fraction of the theoretical maximum amount of product (1.0 means a 100% yield; for example, 0.34 means a 34% yield). The reactants are [CH2:1]([O:3][C:4](=[O:26])[C:5]([CH3:25])([CH3:24])[CH2:6][CH2:7][CH2:8][CH2:9][C:10](=O)[CH2:11][CH2:12][CH2:13][CH2:14][C:15]([CH3:22])([CH3:21])[C:16]([O:18][CH2:19][CH3:20])=[O:17])[CH3:2].[CH2:27]([SH:31])[CH2:28][CH2:29][SH:30].B(F)(F)F.CCOCC. The catalyst is ClCCl. The product is [CH2:1]([O:3][C:4](=[O:26])[C:5]([CH3:25])([CH3:24])[CH2:6][CH2:7][CH2:8][CH2:9][C:10]1([CH2:11][CH2:12][CH2:13][CH2:14][C:15]([C:16]([O:18][CH2:19][CH3:20])=[O:17])([CH3:22])[CH3:21])[S:31][CH2:27][CH2:28][CH2:29][S:30]1)[CH3:2]. The yield is 0.800.